Dataset: Peptide-MHC class II binding affinity with 134,281 pairs from IEDB. Task: Regression. Given a peptide amino acid sequence and an MHC pseudo amino acid sequence, predict their binding affinity value. This is MHC class II binding data. (1) The peptide sequence is MSMSMILVGVIMMFL. The MHC is DRB1_1101 with pseudo-sequence DRB1_1101. The binding affinity (normalized) is 0.228. (2) The peptide sequence is MGVSDVPRDLEVVAA. The MHC is HLA-DPA10103-DPB10401 with pseudo-sequence HLA-DPA10103-DPB10401. The binding affinity (normalized) is 0.186. (3) The peptide sequence is KNVFDDVVPEKYTIG. The MHC is DRB1_0802 with pseudo-sequence DRB1_0802. The binding affinity (normalized) is 0. (4) The peptide sequence is EYRLRGEERKNFLELLR. The MHC is DRB1_0401 with pseudo-sequence DRB1_0401. The binding affinity (normalized) is 0.131. (5) The peptide sequence is KGLPIRYQTTATKSE. The MHC is DRB1_0401 with pseudo-sequence DRB1_0401. The binding affinity (normalized) is 0.762. (6) The MHC is DRB1_0101 with pseudo-sequence DRB1_0101. The binding affinity (normalized) is 0.752. The peptide sequence is YFQCFKSILLIMNAN. (7) The peptide sequence is TEKGMKNVFDDVVPE. The MHC is HLA-DQA10104-DQB10503 with pseudo-sequence HLA-DQA10104-DQB10503. The binding affinity (normalized) is 0.159. (8) The peptide sequence is EEAEISGSSARYDVA. The MHC is HLA-DQA10102-DQB10501 with pseudo-sequence HLA-DQA10102-DQB10501. The binding affinity (normalized) is 0.214.